Regression. Given two drug SMILES strings and cell line genomic features, predict the synergy score measuring deviation from expected non-interaction effect. From a dataset of NCI-60 drug combinations with 297,098 pairs across 59 cell lines. (1) Drug 1: CC1=CC=C(C=C1)C2=CC(=NN2C3=CC=C(C=C3)S(=O)(=O)N)C(F)(F)F. Drug 2: CS(=O)(=O)CCNCC1=CC=C(O1)C2=CC3=C(C=C2)N=CN=C3NC4=CC(=C(C=C4)OCC5=CC(=CC=C5)F)Cl. Cell line: SNB-19. Synergy scores: CSS=-2.79, Synergy_ZIP=2.99, Synergy_Bliss=4.12, Synergy_Loewe=-3.61, Synergy_HSA=-3.28. (2) Drug 1: COC1=CC(=CC(=C1O)OC)C2C3C(COC3=O)C(C4=CC5=C(C=C24)OCO5)OC6C(C(C7C(O6)COC(O7)C8=CC=CS8)O)O. Drug 2: CC12CCC3C(C1CCC2O)C(CC4=C3C=CC(=C4)O)CCCCCCCCCS(=O)CCCC(C(F)(F)F)(F)F. Cell line: LOX IMVI. Synergy scores: CSS=17.8, Synergy_ZIP=-4.48, Synergy_Bliss=-7.61, Synergy_Loewe=-20.5, Synergy_HSA=-6.44. (3) Drug 1: C1=C(C(=O)NC(=O)N1)N(CCCl)CCCl. Drug 2: CC12CCC3C(C1CCC2OP(=O)(O)O)CCC4=C3C=CC(=C4)OC(=O)N(CCCl)CCCl.[Na+]. Cell line: HS 578T. Synergy scores: CSS=6.51, Synergy_ZIP=-4.85, Synergy_Bliss=-0.0400, Synergy_Loewe=-6.21, Synergy_HSA=-1.20.